Task: Regression. Given two drug SMILES strings and cell line genomic features, predict the synergy score measuring deviation from expected non-interaction effect.. Dataset: NCI-60 drug combinations with 297,098 pairs across 59 cell lines (1) Drug 1: CCN(CC)CCNC(=O)C1=C(NC(=C1C)C=C2C3=C(C=CC(=C3)F)NC2=O)C. Drug 2: C1CN(CCN1C(=O)CCBr)C(=O)CCBr. Cell line: 786-0. Synergy scores: CSS=15.0, Synergy_ZIP=-5.82, Synergy_Bliss=0.408, Synergy_Loewe=0.478, Synergy_HSA=1.56. (2) Drug 1: CC1C(C(CC(O1)OC2CC(CC3=C2C(=C4C(=C3O)C(=O)C5=C(C4=O)C(=CC=C5)OC)O)(C(=O)CO)O)N)O.Cl. Drug 2: C1=NC2=C(N1)C(=S)N=CN2. Cell line: UACC-257. Synergy scores: CSS=25.7, Synergy_ZIP=-4.07, Synergy_Bliss=5.91, Synergy_Loewe=0.769, Synergy_HSA=4.50.